Dataset: Catalyst prediction with 721,799 reactions and 888 catalyst types from USPTO. Task: Predict which catalyst facilitates the given reaction. (1) Reactant: [C:1]([CH2:3][C:4]([OH:6])=O)#[N:2].[N:7]1([CH2:13][C:14]2[CH:28]=[CH:27][C:17]3[NH:18][C:19]([C:21]4[C:25]([NH2:26])=[CH:24][NH:23][N:22]=4)=[N:20][C:16]=3[CH:15]=2)[CH2:12][CH2:11][O:10][CH2:9][CH2:8]1.CN(C(ON1N=NC2C=CC=CC1=2)=[N+](C)C)C.[B-](F)(F)(F)F. Product: [C:1]([CH2:3][C:4]([NH:26][C:25]1[C:21]([C:19]2[NH:18][C:17]3[CH:27]=[CH:28][C:14]([CH2:13][N:7]4[CH2:8][CH2:9][O:10][CH2:11][CH2:12]4)=[CH:15][C:16]=3[N:20]=2)=[N:22][NH:23][CH:24]=1)=[O:6])#[N:2]. The catalyst class is: 3. (2) Reactant: C[O:2][C:3]([C:5]1[CH:23]=[CH:22][C:8]2[S:9][C:10]([C:12](=[O:21])[NH:13][O:14][CH:15]3[CH2:20][CH2:19][CH2:18][CH2:17][O:16]3)=[CH:11][C:7]=2[CH:6]=1)=[O:4]. Product: [O:16]1[CH2:17][CH2:18][CH2:19][CH2:20][CH:15]1[O:14][NH:13][C:12]([C:10]1[S:9][C:8]2[CH:22]=[CH:23][C:5]([C:3]([OH:4])=[O:2])=[CH:6][C:7]=2[CH:11]=1)=[O:21]. The catalyst class is: 464. (3) Reactant: [NH2:1][C:2]1[C:3]2[N:4]([N:23]=[C:24]([C:26]3[O:27][CH:28]=[CH:29][CH:30]=3)[N:25]=2)[CH:5]=[C:6]([C:8]#[C:9][C:10]([CH3:22])([OH:21])[CH2:11][C:12]2[CH:17]=[CH:16][C:15]([N+:18]([O-])=O)=[CH:14][CH:13]=2)[N:7]=1.O.O.Cl[Sn]Cl. Product: [NH2:1][C:2]1[C:3]2[N:4]([N:23]=[C:24]([C:26]3[O:27][CH:28]=[CH:29][CH:30]=3)[N:25]=2)[CH:5]=[C:6]([C:8]#[C:9][C:10]([CH3:22])([OH:21])[CH2:11][C:12]2[CH:13]=[CH:14][C:15]([NH2:18])=[CH:16][CH:17]=2)[N:7]=1. The catalyst class is: 3. (4) Reactant: C([O:4][C@H:5]([CH2:22][C:23]1[CH:28]=[CH:27][CH:26]=[CH:25][CH:24]=1)[C:6]([NH:8][C:9]1[N:13]([CH2:14][CH3:15])[N:12]=[C:11]([C:16]2[CH:21]=[CH:20][N:19]=[CH:18][CH:17]=2)[CH:10]=1)=[O:7])(=O)C.C([O-])([O-])=O.[K+].[K+]. Product: [CH2:14]([N:13]1[C:9]([NH:8][C:6](=[O:7])[C@H:5]([OH:4])[CH2:22][C:23]2[CH:28]=[CH:27][CH:26]=[CH:25][CH:24]=2)=[CH:10][C:11]([C:16]2[CH:21]=[CH:20][N:19]=[CH:18][CH:17]=2)=[N:12]1)[CH3:15]. The catalyst class is: 5. (5) Reactant: COC([CH:5]1[CH2:10][C:9]([C:17]#[N:18])([C:11]2[CH:16]=[CH:15][CH:14]=[CH:13][CH:12]=2)[CH2:8][CH2:7][C:6]1=[O:19])=O.C(O)(=O)C.O. Product: [C:17]([C:9]1([C:11]2[CH:12]=[CH:13][CH:14]=[CH:15][CH:16]=2)[CH2:8][CH2:7][C:6](=[O:19])[CH2:5][CH2:10]1)#[N:18]. The catalyst class is: 82. (6) Reactant: [CH2:1]([S:4](Cl)(=[O:6])=[O:5])[CH2:2]C.[NH2:8][CH:9]1[CH2:14][CH2:13][CH2:12][CH2:11][CH:10]1[OH:15].[CH2:16]1CCN2C(=NCCC2)CC1. Product: [OH:15][CH:10]1[CH2:11][CH2:12][CH2:13][CH2:14][CH:9]1[NH:8][S:4]([CH:1]([CH3:2])[CH3:16])(=[O:5])=[O:6]. The catalyst class is: 2. (7) Reactant: [NH:1]1[CH2:6][CH2:5][CH2:4][CH2:3][CH:2]1[CH2:7][C:8]([O:10]C)=O.[NH2:12][NH2:13]. Product: [NH2:12][NH:13][C:8](=[O:10])[CH2:7][CH:2]1[CH2:3][CH2:4][CH2:5][CH2:6][NH:1]1. The catalyst class is: 8.